This data is from Forward reaction prediction with 1.9M reactions from USPTO patents (1976-2016). The task is: Predict the product of the given reaction. Given the reactants [N:1]1([C:10]2[S:14]C(C(O)=O)=[C:12]([O:18][CH2:19][C:20]3[CH:25]=[CH:24][CH:23]=[CH:22][C:21]=3[CH3:26])[CH:11]=2)[C:5]2[CH:6]=[CH:7][CH:8]=[CH:9][C:4]=2[N:3]=[CH:2]1.Cl[C:28]([N:32](C)C)=C(C)C.CN.[CH2:37]([OH:39])[CH3:38].C(N(C(C)C)CC)(C)C, predict the reaction product. The product is: [N:1]1([C:10]2[S:14][C:38]([C:37]([NH:32][CH3:28])=[O:39])=[C:12]([O:18][CH2:19][C:20]3[CH:25]=[CH:24][CH:23]=[CH:22][C:21]=3[CH3:26])[CH:11]=2)[C:5]2[CH:6]=[CH:7][CH:8]=[CH:9][C:4]=2[N:3]=[CH:2]1.